This data is from Cav3 T-type calcium channel HTS with 100,875 compounds. The task is: Binary Classification. Given a drug SMILES string, predict its activity (active/inactive) in a high-throughput screening assay against a specified biological target. (1) The molecule is Clc1cc(S(=O)(=O)NCC2OCCC2)c(OCC)cc1C. The result is 0 (inactive). (2) The drug is O=c1n(c(=O)n(c2ncn(CCCC)c12)C)C. The result is 0 (inactive). (3) The result is 0 (inactive). The compound is s\1c=2n(C(C(=C(N2)C)C(=O)Nc2ccccc2)c2oc(cc2)C)c(=O)c1=C/c1occc1. (4) The compound is FC(F)(C(F)(F)C(F)(F)COc1ccc(cc1)C(=O)N)C(F)(F)C(F)(F)C(F)F. The result is 0 (inactive). (5) The compound is S1c2c(N(Cc3ccccc3)C(=O)C1)cc(C(=O)NCCC=1CCCCC1)cc2. The result is 0 (inactive). (6) The result is 0 (inactive). The drug is s1c(cc2c1ncnc2SCC(=O)c1ccccc1)CC.